From a dataset of Full USPTO retrosynthesis dataset with 1.9M reactions from patents (1976-2016). Predict the reactants needed to synthesize the given product. (1) Given the product [N:13]12[CH2:18][CH2:17][CH:16]([CH2:15][CH2:14]1)[C:11]([C:8]1[O:9][C:10]3[C:2]([NH2:19])=[CH:3][CH:4]=[CH:5][C:6]=3[CH:7]=1)=[CH:12]2, predict the reactants needed to synthesize it. The reactants are: Br[C:2]1[C:10]2[O:9][C:8]([C:11]3[CH:16]4[CH2:17][CH2:18][N:13]([CH2:14][CH2:15]4)[CH:12]=3)=[CH:7][C:6]=2[CH:5]=[CH:4][CH:3]=1.[NH3:19]. (2) Given the product [Cl:18][C:19]1[CH:20]=[CH:21][C:22]([C:25]2[CH:26]=[CH:27][C:28]([C:31]#[C:32][C:2]3[CH:3]=[C:4]4[C:9](=[CH:10][CH:11]=3)[NH:8][CH:7]([CH2:12][N:13]3[CH2:17][CH2:16][CH2:15][CH2:14]3)[CH2:6][CH2:5]4)=[N:29][CH:30]=2)=[CH:23][CH:24]=1, predict the reactants needed to synthesize it. The reactants are: I[C:2]1[CH:3]=[C:4]2[C:9](=[CH:10][CH:11]=1)[NH:8][CH:7]([CH2:12][N:13]1[CH2:17][CH2:16][CH2:15][CH2:14]1)[CH2:6][CH2:5]2.[Cl:18][C:19]1[CH:24]=[CH:23][C:22]([C:25]2[CH:26]=[CH:27][C:28]([C:31]#[CH:32])=[N:29][CH:30]=2)=[CH:21][CH:20]=1. (3) Given the product [Si:3]([O:20][CH2:21][CH2:22][O:23][CH2:24][C@H:25]([O:30][C:32]1[N:37]=[CH:36][N:35]=[C:34]2[N:38]([C:41]3[CH:42]=[C:43]([C:44]#[N:45])[CH:46]=[CH:47][C:48]=3[CH3:49])[N:39]=[CH:40][C:33]=12)[C:26]([O:28][CH3:29])=[O:27])([C:16]([CH3:19])([CH3:18])[CH3:17])([C:10]1[CH:15]=[CH:14][CH:13]=[CH:12][CH:11]=1)[C:4]1[CH:5]=[CH:6][CH:7]=[CH:8][CH:9]=1, predict the reactants needed to synthesize it. The reactants are: [H-].[Na+].[Si:3]([O:20][CH2:21][CH2:22][O:23][CH2:24][C@H:25]([OH:30])[C:26]([O:28][CH3:29])=[O:27])([C:16]([CH3:19])([CH3:18])[CH3:17])([C:10]1[CH:15]=[CH:14][CH:13]=[CH:12][CH:11]=1)[C:4]1[CH:9]=[CH:8][CH:7]=[CH:6][CH:5]=1.Cl[C:32]1[N:37]=[CH:36][N:35]=[C:34]2[N:38]([C:41]3[CH:42]=[C:43]([CH:46]=[CH:47][C:48]=3[CH3:49])[C:44]#[N:45])[N:39]=[CH:40][C:33]=12.C(O)(=O)CC(CC(O)=O)(C(O)=O)O. (4) Given the product [CH3:1][N:2]1[CH2:6][C:5]23[CH:11]([CH2:12][CH2:13][CH:4]2[CH2:3]1)[C:10]1[CH:14]=[CH:15][C:16]([C:31]2[CH:32]=[CH:33][C:28]([C:26]#[N:27])=[CH:29][CH:30]=2)=[CH:17][C:9]=1[CH2:8][CH2:7]3, predict the reactants needed to synthesize it. The reactants are: [CH3:1][N:2]1[CH2:6][C:5]23[CH:11]([CH2:12][CH2:13][CH:4]2[CH2:3]1)[C:10]1[CH:14]=[CH:15][C:16](OS(C(F)(F)F)(=O)=O)=[CH:17][C:9]=1[CH2:8][CH2:7]3.[C:26]([C:28]1[CH:33]=[CH:32][C:31](B(O)O)=[CH:30][CH:29]=1)#[N:27]. (5) Given the product [Cl:31][C:23]1[C:22]2[C:27](=[CH:28][CH:29]=[C:20]([NH:2][CH2:3][C:4]3[CH:9]=[CH:8][CH:7]=[C:6]([NH:10][CH2:11][CH2:12][N:13]4[CH2:18][CH2:17][O:16][CH2:15][CH2:14]4)[CH:5]=3)[CH:21]=2)[C:26](=[O:30])[NH:25][N:24]=1, predict the reactants needed to synthesize it. The reactants are: Cl.[NH2:2][CH2:3][C:4]1[CH:5]=[C:6]([NH:10][CH2:11][CH2:12][N:13]2[CH2:18][CH2:17][O:16][CH2:15][CH2:14]2)[CH:7]=[CH:8][CH:9]=1.Br[C:20]1[CH:21]=[C:22]2[C:27](=[CH:28][CH:29]=1)[C:26](=[O:30])[NH:25][N:24]=[C:23]2[Cl:31].C1C=CC(P(C2C(C3C(P(C4C=CC=CC=4)C4C=CC=CC=4)=CC=C4C=3C=CC=C4)=C3C(C=CC=C3)=CC=2)C2C=CC=CC=2)=CC=1.CC([O-])(C)C.[Na+]. (6) Given the product [OH:1][C:2]1[CH:9]=[C:8]([C:10]2[CH:11]=[CH:12][CH:13]=[CH:14][CH:15]=2)[CH:7]=[CH:6][C:3]=1[CH:4]=[O:5], predict the reactants needed to synthesize it. The reactants are: [OH:1][C:2]1[CH:9]=[C:8]([C:10]2[CH:15]=[CH:14][CH:13]=[CH:12][C:11]=2C)[CH:7]=[CH:6][C:3]=1[CH:4]=[O:5].Cl.Cl.NC1C2C(=CC=CC=2O)C(S(O)(=O)=O)=CC=1N.S(=O)(O)[O-].[Na+]. (7) Given the product [F:38][C:7]([F:6])([F:37])[C:8]1[CH:9]=[C:10]([C@H:18]([O:20][C@@H:21]2[C@@H:26]([C:27]3[CH:32]=[CH:31][C:30]([F:33])=[C:29]([F:34])[CH:28]=3)[C@H:25]([CH2:35][O:36][S:2]([CH3:1])(=[O:4])=[O:3])[CH2:24][CH2:23][O:22]2)[CH3:19])[CH:11]=[C:12]([C:14]([F:15])([F:16])[F:17])[CH:13]=1, predict the reactants needed to synthesize it. The reactants are: [CH3:1][S:2](Cl)(=[O:4])=[O:3].[F:6][C:7]([F:38])([F:37])[C:8]1[CH:9]=[C:10]([C@H:18]([O:20][C@@H:21]2[C@@H:26]([C:27]3[CH:32]=[CH:31][C:30]([F:33])=[C:29]([F:34])[CH:28]=3)[C@H:25]([CH2:35][OH:36])[CH2:24][CH2:23][O:22]2)[CH3:19])[CH:11]=[C:12]([C:14]([F:17])([F:16])[F:15])[CH:13]=1.C(N(CC)CC)C. (8) Given the product [CH3:1][O:2][C:3]1[CH:4]=[CH:5][C:6]([C:9]2[N:10]=[C:11]([NH:15][C:21]([N:16]3[CH:20]=[CH:19][N:18]=[CH:17]3)=[S:22])[S:12][C:13]=2[CH3:14])=[CH:7][CH:8]=1, predict the reactants needed to synthesize it. The reactants are: [CH3:1][O:2][C:3]1[CH:8]=[CH:7][C:6]([C:9]2[N:10]=[C:11]([NH2:15])[S:12][C:13]=2[CH3:14])=[CH:5][CH:4]=1.[N:16]1([C:21](N2C=CN=C2)=[S:22])[CH:20]=[CH:19][N:18]=[CH:17]1. (9) Given the product [CH2:32]([O:31][P:30]([C:35]([C:38]1[CH:43]=[CH:42][C:41]([CH2:44][N:9]([C:4]2[CH:5]=[CH:6][C:7]([Cl:8])=[C:2]([Cl:1])[CH:3]=2)[C:10]2[S:11][CH:12]=[C:13]([C:15]3[CH:20]=[CH:19][CH:18]=[CH:17][CH:16]=3)[N:14]=2)=[CH:40][C:39]=1[Br:46])([F:37])[F:36])(=[O:34])[O:29][CH2:27][CH3:28])[CH3:33], predict the reactants needed to synthesize it. The reactants are: [Cl:1][C:2]1[CH:3]=[C:4]([NH:9][C:10]2[S:11][CH:12]=[C:13]([C:15]3[CH:20]=[CH:19][CH:18]=[CH:17][CH:16]=3)[N:14]=2)[CH:5]=[CH:6][C:7]=1[Cl:8].C([O-])([O-])=O.[K+].[K+].[CH2:27]([O:29][P:30]([C:35]([C:38]1[CH:43]=[CH:42][C:41]([CH2:44]Br)=[CH:40][C:39]=1[Br:46])([F:37])[F:36])(=[O:34])[O:31][CH2:32][CH3:33])[CH3:28]. (10) Given the product [CH2:23]([N:15]1[C:16]2([CH2:22][CH2:21][CH2:20][CH2:19]2)[CH2:17][S:18][C:14]1=[N:13][C:5]1[CH:6]=[CH:7][C:8]([N+:10]([O-:12])=[O:11])=[CH:9][C:4]=1[CH:1]([CH3:3])[CH3:2])[CH:24]([CH3:26])[CH3:25], predict the reactants needed to synthesize it. The reactants are: [CH:1]([C:4]1[CH:9]=[C:8]([N+:10]([O-:12])=[O:11])[CH:7]=[CH:6][C:5]=1[N:13]=[C:14]1[S:18][CH2:17][C:16]2([CH2:22][CH2:21][CH2:20][CH2:19]2)[NH:15]1)([CH3:3])[CH3:2].[CH2:23](Br)[CH:24]([CH3:26])[CH3:25].